Dataset: Full USPTO retrosynthesis dataset with 1.9M reactions from patents (1976-2016). Task: Predict the reactants needed to synthesize the given product. (1) The reactants are: [OH-].[Na+].[OH:3][C:4]1[CH:28]=[CH:27][C:26]([CH:29]2[CH2:34][CH2:33][N:32]([CH3:35])[CH2:31][CH2:30]2)=[CH:25][C:5]=1[C:6]([NH:8][C:9]1[CH:18]=[C:17]([C:19]2[CH:24]=[CH:23][CH:22]=[CH:21][CH:20]=2)[CH:16]=[CH:15][C:10]=1[C:11]([O:13]C)=[O:12])=[O:7].Cl. Given the product [OH:3][C:4]1[CH:28]=[CH:27][C:26]([CH:29]2[CH2:30][CH2:31][N:32]([CH3:35])[CH2:33][CH2:34]2)=[CH:25][C:5]=1[C:6]([NH:8][C:9]1[CH:18]=[C:17]([C:19]2[CH:20]=[CH:21][CH:22]=[CH:23][CH:24]=2)[CH:16]=[CH:15][C:10]=1[C:11]([OH:13])=[O:12])=[O:7], predict the reactants needed to synthesize it. (2) Given the product [Cl:1][C:2]1[CH:27]=[C:26]([Cl:28])[CH:25]=[CH:24][C:3]=1[O:4][C:5]1[CH:10]=[CH:9][CH:8]=[CH:7][C:6]=1[NH:11][S:12]([C:15]1[CH:16]=[CH:17][C:18]([C:19]([N:40]2[CH2:39][CH2:38][N:37]([CH2:36][CH:32]3[CH2:33][CH2:34][CH2:35][N:30]([CH3:29])[CH2:31]3)[CH2:42][CH2:41]2)=[O:20])=[CH:22][CH:23]=1)(=[O:14])=[O:13], predict the reactants needed to synthesize it. The reactants are: [Cl:1][C:2]1[CH:27]=[C:26]([Cl:28])[CH:25]=[CH:24][C:3]=1[O:4][C:5]1[CH:10]=[CH:9][CH:8]=[CH:7][C:6]=1[NH:11][S:12]([C:15]1[CH:23]=[CH:22][C:18]([C:19](O)=[O:20])=[CH:17][CH:16]=1)(=[O:14])=[O:13].[CH3:29][N:30]1[CH2:35][CH2:34][CH2:33][CH:32]([CH2:36][N:37]2[CH2:42][CH2:41][NH:40][CH2:39][CH2:38]2)[CH2:31]1. (3) Given the product [NH2:1][C:2]1[CH:3]=[C:4]2[C:5](=[CH:17][CH:18]=1)[N:6]([CH2:12][CH2:13][CH:14]([CH3:16])[CH3:15])[C:7](=[O:11])[C:23]([C:24]1[NH:25][S:26](=[O:37])(=[O:36])[C:27]3[CH:33]=[C:32]([O:34][CH3:35])[CH:31]=[CH:30][C:28]=3[N:29]=1)=[C:9]2[OH:10], predict the reactants needed to synthesize it. The reactants are: [NH2:1][C:2]1[CH:18]=[CH:17][C:5]2[N:6]([CH2:12][CH2:13][CH:14]([CH3:16])[CH3:15])[C:7](=[O:11])O[C:9](=[O:10])[C:4]=2[CH:3]=1.C(OC(=O)[CH2:23][C:24]1[NH:29][C:28]2[CH:30]=[CH:31][C:32]([O:34][CH3:35])=[CH:33][C:27]=2[S:26](=[O:37])(=[O:36])[N:25]=1)C. (4) Given the product [F:26][C:27]1[CH:28]=[C:29]([CH:30]=[CH:31][C:32]=1[F:33])[CH2:34][O:1][C:2]1[CH:7]=[CH:6][N:5]([C:8]2[CH:9]=[CH:10][C:11]3[N:15]=[C:14]([CH:16]4[CH2:18][CH:17]4[C:19]([OH:22])([CH3:20])[CH3:21])[N:13]([CH3:23])[C:12]=3[CH:24]=2)[C:4](=[O:25])[CH:3]=1, predict the reactants needed to synthesize it. The reactants are: [OH:1][C:2]1[CH:7]=[CH:6][N:5]([C:8]2[CH:9]=[CH:10][C:11]3[N:15]=[C:14]([CH:16]4[CH2:18][CH:17]4[C:19]([OH:22])([CH3:21])[CH3:20])[N:13]([CH3:23])[C:12]=3[CH:24]=2)[C:4](=[O:25])[CH:3]=1.[F:26][C:27]1[CH:28]=[C:29]([CH2:34]O)[CH:30]=[CH:31][C:32]=1[F:33].C(P(CCCC)CCCC)CCC.N(C(N1CCCCC1)=O)=NC(N1CCCCC1)=O. (5) Given the product [OH:38][CH2:37][C:35]([NH:1][C@H:2]1[CH2:3][CH2:4][C@H:5]([NH:8][C:9]([C:11]2[C:15]3[N:16]=[CH:17][N:18]=[C:19]([C:20]4[C:28]5[O:27][CH2:26][O:25][C:24]=5[CH:23]=[CH:22][C:21]=4[O:29][CH2:30][CH2:31][O:32][CH3:33])[C:14]=3[NH:13][CH:12]=2)=[O:10])[CH2:6][CH2:7]1)=[O:36], predict the reactants needed to synthesize it. The reactants are: [NH2:1][C@H:2]1[CH2:7][CH2:6][C@H:5]([NH:8][C:9]([C:11]2[C:15]3[N:16]=[CH:17][N:18]=[C:19]([C:20]4[C:28]5[O:27][CH2:26][O:25][C:24]=5[CH:23]=[CH:22][C:21]=4[O:29][CH2:30][CH2:31][O:32][CH3:33])[C:14]=3[NH:13][CH:12]=2)=[O:10])[CH2:4][CH2:3]1.Cl[C:35]([CH2:37][O:38]C(=O)C)=[O:36]. (6) Given the product [F:38][C:39]1[CH:46]=[CH:45][C:44]([C:47]2[CH:48]=[C:49]([CH:57]([CH3:58])[CH3:59])[CH:50]=[C:51]3[C:56]=2[N:55]=[CH:54][CH:53]=[CH:52]3)=[CH:43][C:40]=1[CH:41]=[CH:9][C:8]1[CH:11]=[CH:12][C:5]([S:2]([CH3:1])(=[O:4])=[O:3])=[CH:6][CH:7]=1, predict the reactants needed to synthesize it. The reactants are: [CH3:1][S:2]([C:5]1[CH:12]=[CH:11][C:8]([CH2:9]Cl)=[CH:7][CH:6]=1)(=[O:4])=[O:3].C1(P(C2C=CC=CC=2)C2C=CC=CC=2)C=CC=CC=1.CC(C)([O-])C.[K+].[F:38][C:39]1[CH:46]=[CH:45][C:44]([C:47]2[CH:48]=[C:49]([CH:57]([CH3:59])[CH3:58])[CH:50]=[C:51]3[C:56]=2[N:55]=[CH:54][CH:53]=[CH:52]3)=[CH:43][C:40]=1[CH:41]=O.